This data is from Forward reaction prediction with 1.9M reactions from USPTO patents (1976-2016). The task is: Predict the product of the given reaction. (1) Given the reactants C(O)(C(F)(F)F)=O.[NH2:8][CH2:9][CH2:10][CH2:11][CH:12]([C@@H:20]1[CH2:25][CH2:24][CH2:23][N:22]([C:26]([O:28][C:29]([CH3:32])([CH3:31])[CH3:30])=[O:27])[CH2:21]1)[C:13]1[CH:18]=[CH:17][CH:16]=[C:15]([F:19])[CH:14]=1.CCN(C(C)C)C(C)C.Cl[C:43]([O:45][CH3:46])=[O:44], predict the reaction product. The product is: [F:19][C:15]1[CH:14]=[C:13]([CH:12]([C@@H:20]2[CH2:25][CH2:24][CH2:23][N:22]([C:26]([O:28][C:29]([CH3:32])([CH3:31])[CH3:30])=[O:27])[CH2:21]2)[CH2:11][CH2:10][CH2:9][NH:8][C:43]([O:45][CH3:46])=[O:44])[CH:18]=[CH:17][CH:16]=1. (2) Given the reactants F[C:2]1[CH:7]=[C:6]([N+:8]([O-:10])=[O:9])[CH:5]=[CH:4][C:3]=1[C:11]([F:14])([F:13])[F:12].[CH3:15][N:16]1[CH2:20][CH2:19][C@@H:18]([OH:21])[CH2:17]1.[H-].[Na+], predict the reaction product. The product is: [CH3:15][N:16]1[CH2:20][CH2:19][C@@H:18]([O:21][C:2]2[C:3]([C:11]([F:14])([F:13])[F:12])=[CH:4][CH:5]=[C:6]([N+:8]([O-:10])=[O:9])[CH:7]=2)[CH2:17]1.